Dataset: Catalyst prediction with 721,799 reactions and 888 catalyst types from USPTO. Task: Predict which catalyst facilitates the given reaction. (1) Reactant: [C:1]([O:5][C:6]([N:8]1[CH2:11][CH2:10][C@H:9]1[C:12](O)=[O:13])=[O:7])([CH3:4])([CH3:3])[CH3:2]. Product: [C:1]([O:5][C:6]([N:8]1[CH2:11][CH2:10][C@H:9]1[CH2:12][OH:13])=[O:7])([CH3:4])([CH3:3])[CH3:2]. The catalyst class is: 7. (2) Reactant: [C:1]([O:5][C:6]([N:8]1[CH2:26][CH2:25][C:11]2([CH2:14][N:13]([C@H:15]3[C:23]4[C:18](=[CH:19][C:20](Br)=[CH:21][CH:22]=4)[CH2:17][CH2:16]3)[CH2:12]2)[CH2:10][CH2:9]1)=[O:7])([CH3:4])([CH3:3])[CH3:2].C([O-])(=O)C.[K+].Cl[C:33]1[N:38]=[CH:37][C:36]([CH2:39][CH3:40])=[CH:35][N:34]=1.C([O-])([O-])=O.[K+].[K+]. The catalyst class is: 294. Product: [CH2:39]([C:36]1[CH:35]=[N:34][C:33]([C:20]2[CH:19]=[C:18]3[C:23](=[CH:22][CH:21]=2)[C@H:15]([N:13]2[CH2:14][C:11]4([CH2:25][CH2:26][N:8]([C:6]([O:5][C:1]([CH3:4])([CH3:3])[CH3:2])=[O:7])[CH2:9][CH2:10]4)[CH2:12]2)[CH2:16][CH2:17]3)=[N:38][CH:37]=1)[CH3:40]. (3) Reactant: [F:1][C:2]1[CH:7]=[CH:6][CH:5]=[CH:4][C:3]=1[N:8]1[C:17]2[C:12](=[CH:13][C:14]([F:23])=[C:15]([N:18]3[CH2:22][CH2:21][CH2:20][CH2:19]3)[CH:16]=2)[C:11](=[O:24])[N:10]([O:25]CC2C=CC=CC=2)[C:9]1=[O:33]. Product: [F:1][C:2]1[CH:7]=[CH:6][CH:5]=[CH:4][C:3]=1[N:8]1[C:17]2[C:12](=[CH:13][C:14]([F:23])=[C:15]([N:18]3[CH2:22][CH2:21][CH2:20][CH2:19]3)[CH:16]=2)[C:11](=[O:24])[N:10]([OH:25])[C:9]1=[O:33]. The catalyst class is: 45. (4) Reactant: [Cl:1][C:2]1[CH:7]=[C:6]2[NH:8][C:9](=[O:36])[C:10]3([CH:15]([C:16]4[CH:21]=[CH:20][CH:19]=[C:18]([Cl:22])[CH:17]=4)[CH2:14][C:13](=[O:23])[N:12]([CH2:24][C:25]([O:27]C)=[O:26])[CH:11]3[C:29]3[CH:34]=[CH:33][CH:32]=[CH:31][C:30]=3[CH3:35])[C:5]2=[CH:4][CH:3]=1.CO.[OH-].[Na+]. Product: [Cl:1][C:2]1[CH:7]=[C:6]2[NH:8][C:9](=[O:36])[C:10]3([CH:15]([C:16]4[CH:21]=[CH:20][CH:19]=[C:18]([Cl:22])[CH:17]=4)[CH2:14][C:13](=[O:23])[N:12]([CH2:24][C:25]([OH:27])=[O:26])[CH:11]3[C:29]3[CH:34]=[CH:33][CH:32]=[CH:31][C:30]=3[CH3:35])[C:5]2=[CH:4][CH:3]=1. The catalyst class is: 7.